This data is from Forward reaction prediction with 1.9M reactions from USPTO patents (1976-2016). The task is: Predict the product of the given reaction. (1) Given the reactants [Br:1][C:2]([CH3:21])([CH3:20])[C:3]([O:5][CH2:6][C:7]([CH2:12][O:13][C:14](=[O:19])[C:15]([Br:18])([CH3:17])[CH3:16])([CH3:11])[C:8]([OH:10])=[O:9])=[O:4].[N:22]([CH2:25][CH2:26][O:27][CH2:28][CH2:29]O)=[N+:23]=[N-:24].C1(C)C=CC(S([O-])(=O)=O)=CC=1.C[N+]1(C)C=CC=CC1.C1CCC(N=C=NC2CCCCC2)CC1, predict the reaction product. The product is: [Br:1][C:2]([CH3:21])([CH3:20])[C:3]([O:5][CH2:6][C:7]([CH2:12][O:13][C:14](=[O:19])[C:15]([Br:18])([CH3:16])[CH3:17])([CH3:11])[C:8]([O:10][CH2:29][CH2:28][O:27][CH2:26][CH2:25][N:22]=[N+:23]=[N-:24])=[O:9])=[O:4]. (2) Given the reactants Br[C:2]1[S:10][C:9]2[C:4](=[N:5][CH:6]=[CH:7][C:8]=2[O:11][C:12]2[CH:17]=[CH:16][C:15]([N+:18]([O-:20])=[O:19])=[CH:14][C:13]=2[F:21])[CH:3]=1.[CH3:22][N:23]([CH3:43])[CH2:24][CH2:25][CH2:26][O:27][C:28]1[CH:33]=[CH:32][C:31](B2OC(C)(C)C(C)(C)O2)=[CH:30][N:29]=1.[F-].[Cs+].C(=O)(O)[O-].[Na+], predict the reaction product. The product is: [F:21][C:13]1[CH:14]=[C:15]([N+:18]([O-:20])=[O:19])[CH:16]=[CH:17][C:12]=1[O:11][C:8]1[CH:7]=[CH:6][N:5]=[C:4]2[CH:3]=[C:2]([C:31]3[CH:32]=[CH:33][C:28]([O:27][CH2:26][CH2:25][CH2:24][N:23]([CH3:22])[CH3:43])=[N:29][CH:30]=3)[S:10][C:9]=12. (3) Given the reactants [N:1]1([C:7]2[CH:12]=[CH:11][C:10]([N:13]3[CH:18]=[CH:17][CH:16]=[CH:15][C:14]3=[O:19])=[CH:9][CH:8]=2)[CH2:6][CH2:5][NH:4][CH2:3][CH2:2]1.Cl[CH2:21][CH2:22][CH2:23][C:24]([C:26]1[C:34]2[C:29](=[CH:30][CH:31]=[C:32]([C:35]#[N:36])[CH:33]=2)[NH:28][CH:27]=1)=[O:25].C(=O)([O-])[O-].[K+].[K+].[I-].[K+], predict the reaction product. The product is: [O:19]=[C:14]1[CH:15]=[CH:16][CH:17]=[CH:18][N:13]1[C:10]1[CH:9]=[CH:8][C:7]([N:1]2[CH2:6][CH2:5][N:4]([CH2:21][CH2:22][CH2:23][C:24]([C:26]3[C:34]4[C:29](=[CH:30][CH:31]=[C:32]([C:35]#[N:36])[CH:33]=4)[NH:28][CH:27]=3)=[O:25])[CH2:3][CH2:2]2)=[CH:12][CH:11]=1. (4) Given the reactants [C:1]([C:3]1[CH:8]=[CH:7][C:6]([N:9]([CH2:14][C:15]([F:18])([F:17])[F:16])[CH2:10][C:11]([NH2:13])=O)=[CH:5][C:4]=1[C:19]([F:22])([F:21])[F:20])#[N:2].C(Cl)(Cl)(Cl)Cl.C1(P(C2C=CC=CC=2)C2C=CC=CC=2)C=CC=CC=1, predict the reaction product. The product is: [C:11]([CH2:10][N:9]([CH2:14][C:15]([F:16])([F:18])[F:17])[C:6]1[CH:7]=[CH:8][C:3]([C:1]#[N:2])=[C:4]([C:19]([F:21])([F:22])[F:20])[CH:5]=1)#[N:13]. (5) Given the reactants Cl[C:2]1[S:6][N:5]=[C:4]([S:7][CH2:8][O:9][CH2:10][C:11]2[CH:16]=[CH:15][CH:14]=[CH:13][CH:12]=2)[N:3]=1.[CH2:17]([OH:24])[C:18]1[CH:23]=[CH:22][CH:21]=[CH:20][CH:19]=1.[H-].[Na+].[Cl-].[Na+], predict the reaction product. The product is: [CH2:17]([O:24][C:2]1[S:6][N:5]=[C:4]([S:7][CH2:8][O:9][CH2:10][C:11]2[CH:16]=[CH:15][CH:14]=[CH:13][CH:12]=2)[N:3]=1)[C:18]1[CH:23]=[CH:22][CH:21]=[CH:20][CH:19]=1. (6) Given the reactants [Cl:1][C:2]1[C:11]([S:12](Cl)(=[O:14])=[O:13])=[CH:10][CH:9]=[CH:8][C:3]=1[C:4]([O:6][CH3:7])=[O:5].C([O-])([O-])=O.[K+].[K+].[CH:22]1([NH2:25])[CH2:24][CH2:23]1, predict the reaction product. The product is: [Cl:1][C:2]1[C:11]([S:12]([NH:25][CH:22]2[CH2:24][CH2:23]2)(=[O:14])=[O:13])=[CH:10][CH:9]=[CH:8][C:3]=1[C:4]([O:6][CH3:7])=[O:5]. (7) Given the reactants [F:1][C:2]1[CH:7]=[CH:6][C:5]([N:8]2[C:12]3=[N:13][CH:14]=[CH:15][C:16](B(O)O)=[C:11]3[CH:10]=[N:9]2)=[CH:4][CH:3]=1.Br[C:21]1[C:22]([NH2:27])=[N:23][CH:24]=[N:25][CH:26]=1.C(=O)([O-])[O-].[Na+].[Na+], predict the reaction product. The product is: [F:1][C:2]1[CH:7]=[CH:6][C:5]([N:8]2[C:12]3=[N:13][CH:14]=[CH:15][C:16]([C:21]4[C:22]([NH2:27])=[N:23][CH:24]=[N:25][CH:26]=4)=[C:11]3[CH:10]=[N:9]2)=[CH:4][CH:3]=1. (8) The product is: [CH3:1][C:2]([CH2:19][C:17]([CH2:40][C:38]([OH:37])=[O:39])=[O:18])=[O:8]. Given the reactants [CH3:1]/[C:2](/[O:8][Si](C)(C)C)=N\[Si](C)(C)C.N1C=[CH:19][C:17](=[O:18])NC1=O.[Si](OS(C(F)(F)F)(=O)=O)(C)(C)C.CO.CC[O:37][C:38]([CH3:40])=[O:39], predict the reaction product. (9) Given the reactants [C:1]([O:5][C@@H:6]([C:12]1[C:38]([CH3:39])=[CH:37][C:15]2[N:16]=[C:17]([C:19]3[CH:24]=[CH:23][N:22]=[C:21]([C:25]4[CH:26]=[C:27]5[C:32](=[CH:33][CH:34]=4)[N:31]([CH3:35])[C:30](=[O:36])[CH:29]=[CH:28]5)[CH:20]=3)[S:18][C:14]=2[C:13]=1[C:40]1[CH:45]=[CH:44][C:43]([Cl:46])=[CH:42][CH:41]=1)[C:7]([O:9]CC)=[O:8])([CH3:4])([CH3:3])[CH3:2].[OH-].[Na+], predict the reaction product. The product is: [C:1]([O:5][C@@H:6]([C:12]1[C:38]([CH3:39])=[CH:37][C:15]2[N:16]=[C:17]([C:19]3[CH:24]=[CH:23][N:22]=[C:21]([C:25]4[CH:26]=[C:27]5[C:32](=[CH:33][CH:34]=4)[N:31]([CH3:35])[C:30](=[O:36])[CH:29]=[CH:28]5)[CH:20]=3)[S:18][C:14]=2[C:13]=1[C:40]1[CH:45]=[CH:44][C:43]([Cl:46])=[CH:42][CH:41]=1)[C:7]([OH:9])=[O:8])([CH3:4])([CH3:2])[CH3:3]. (10) Given the reactants [NH2:1][C:2]1[CH:3]=[C:4]([OH:12])[C:5](=[CH:10][CH:11]=1)[C:6]([O:8][CH3:9])=[O:7].[Br:13][C:14]1[C:15]([F:25])=[CH:16][C:17]([F:24])=[C:18]([S:20](Cl)(=[O:22])=[O:21])[CH:19]=1, predict the reaction product. The product is: [Br:13][C:14]1[C:15]([F:25])=[CH:16][C:17]([F:24])=[C:18]([S:20]([NH:1][C:2]2[CH:11]=[CH:10][C:5]([C:6]([O:8][CH3:9])=[O:7])=[C:4]([OH:12])[CH:3]=2)(=[O:22])=[O:21])[CH:19]=1.